From a dataset of Ames mutagenicity test results for genotoxicity prediction. Regression/Classification. Given a drug SMILES string, predict its toxicity properties. Task type varies by dataset: regression for continuous values (e.g., LD50, hERG inhibition percentage) or binary classification for toxic/non-toxic outcomes (e.g., AMES mutagenicity, cardiotoxicity, hepatotoxicity). Dataset: ames. (1) The molecule is Nc1ccc(S(=O)(=O)c2ccc(N)cc2)cc1. The result is 0 (non-mutagenic). (2) The result is 0 (non-mutagenic). The drug is O=[N+]([O-])c1ccccc1-c1ccccc1. (3) The compound is N#CC(Br)Br. The result is 1 (mutagenic). (4) The molecule is OC(C(F)(F)F)C(F)(F)F. The result is 0 (non-mutagenic). (5) The compound is O=[N+]([O-])c1ccc2c(ccc3c4ccccc4ccc23)c1. The result is 1 (mutagenic). (6) The compound is CCCCON=O. The result is 1 (mutagenic).